Dataset: Reaction yield outcomes from USPTO patents with 853,638 reactions. Task: Predict the reaction yield, written as a fraction of the theoretical maximum amount of product (1.0 means a 100% yield; for example, 0.34 means a 34% yield). (1) The reactants are [Cl-].O[NH3+:3].[C:4](=[O:7])([O-])[OH:5].[Na+].CS(C)=O.[CH2:13]([C:15]1[N:16]([C:40]2[CH:45]=[CH:44][CH:43]=[CH:42][CH:41]=2)[C:17](=[O:39])[C:18]([CH2:24][C:25]2[CH:30]=[CH:29][C:28]([C:31]3[C:32]([C:37]#[N:38])=[CH:33][CH:34]=[CH:35][CH:36]=3)=[CH:27][CH:26]=2)=[C:19]([CH2:21][CH2:22][CH3:23])[N:20]=1)[CH3:14]. The catalyst is C(OCC)(=O)C. The product is [CH2:13]([C:15]1[N:16]([C:40]2[CH:45]=[CH:44][CH:43]=[CH:42][CH:41]=2)[C:17](=[O:39])[C:18]([CH2:24][C:25]2[CH:30]=[CH:29][C:28]([C:31]3[CH:36]=[CH:35][CH:34]=[CH:33][C:32]=3[C:37]3[NH:3][C:4](=[O:7])[O:5][N:38]=3)=[CH:27][CH:26]=2)=[C:19]([CH2:21][CH2:22][CH3:23])[N:20]=1)[CH3:14]. The yield is 0.400. (2) The reactants are N1C2[C:4](=[CH:5][C:6]([C:10]([OH:12])=[O:11])=[CH:7][CH:8]=2)[CH:3]=C1.[H-].[Na+].I[CH3:16].[CH3:17][N:18]([CH:20]=O)[CH3:19]. No catalyst specified. The product is [CH3:16][O:12][C:10]([C:6]1[CH:5]=[C:4]2[C:19](=[CH:8][CH:7]=1)[N:18]([CH3:17])[CH:20]=[CH:3]2)=[O:11]. The yield is 0.930. (3) The catalyst is CN1C(=O)CCC1. The product is [F:12][C:9]1[CH:10]=[C:11]2[C:6](=[CH:7][CH:8]=1)[N:5]=[CH:4][CH:3]=[C:2]2[N:23]1[CH2:22][CH2:21][N:20]([C:13]([O:15][C:16]([CH3:19])([CH3:18])[CH3:17])=[O:14])[CH2:25][CH2:24]1. The reactants are Cl[C:2]1[C:11]2[C:6](=[CH:7][CH:8]=[C:9]([F:12])[CH:10]=2)[N:5]=[CH:4][CH:3]=1.[C:13]([N:20]1[CH2:25][CH2:24][NH:23][CH2:22][CH2:21]1)([O:15][C:16]([CH3:19])([CH3:18])[CH3:17])=[O:14].CCN(C(C)C)C(C)C. The yield is 0.980. (4) The reactants are [C:1]1([C:11]2[CH:16]=[CH:15][CH:14]=[CH:13][CH:12]=2)[CH:6]=[CH:5][C:4]([S:7](Cl)(=[O:9])=[O:8])=[CH:3][CH:2]=1.[NH2:17][C:18]1[O:22][N:21]=[C:20]([CH3:23])[C:19]=1[CH3:24]. The catalyst is CN(C)C1C=CN=CC=1.N1C=CC=CC=1. The product is [CH3:23][C:20]1[C:19]([CH3:24])=[C:18]([NH:17][S:7]([C:4]2[CH:5]=[CH:6][C:1]([C:11]3[CH:16]=[CH:15][CH:14]=[CH:13][CH:12]=3)=[CH:2][CH:3]=2)(=[O:9])=[O:8])[O:22][N:21]=1. The yield is 0.450.